This data is from Catalyst prediction with 721,799 reactions and 888 catalyst types from USPTO. The task is: Predict which catalyst facilitates the given reaction. (1) Reactant: [F:1][C:2]1[S:6][C:5]([C:7](N(OC)C)=[O:8])=[CH:4][CH:3]=1.[CH3:13][Mg]Br. Product: [F:1][C:2]1[S:6][C:5]([C:7](=[O:8])[CH3:13])=[CH:4][CH:3]=1. The catalyst class is: 7. (2) Reactant: Br[C:2]1[CH:10]=[C:9]([C:11]([F:14])([F:13])[F:12])[CH:8]=[C:7]2[C:3]=1[CH:4]=[N:5][NH:6]2.[CH3:15][O:16][C:17]1[N:22]=[C:21]([CH3:23])[C:20](B(O)O)=[CH:19][CH:18]=1.[C:27]([O-:30])(O)=[O:28].[Na+]. Product: [C:27]([OH:30])([C:11]([F:14])([F:13])[F:12])=[O:28].[CH3:15][O:16][C:17]1[N:22]=[C:21]([CH3:23])[C:20]([C:2]2[CH:10]=[C:9]([C:11]([F:14])([F:13])[F:12])[CH:8]=[C:7]3[C:3]=2[CH:4]=[N:5][NH:6]3)=[CH:19][CH:18]=1. The catalyst class is: 75. (3) Reactant: [Br:1][C:2]1[CH:3]=[C:4]([C:9](/[C:11](=[CH:17]/OCC)/[C:12]([O:14][CH2:15][CH3:16])=[O:13])=[O:10])[C:5]([Cl:8])=[N:6][CH:7]=1.[NH2:21][C@@H:22]([CH2:25][CH:26]([CH3:28])[CH3:27])[CH2:23][OH:24]. Product: [Br:1][C:2]1[CH:3]=[C:4]([C:9](/[C:11](=[CH:17]/[NH:21][C@@H:22]([CH2:25][CH:26]([CH3:28])[CH3:27])[CH2:23][OH:24])/[C:12]([O:14][CH2:15][CH3:16])=[O:13])=[O:10])[C:5]([Cl:8])=[N:6][CH:7]=1. The catalyst class is: 4. (4) Reactant: [S:1]1[C:5]2[CH2:6][CH2:7][CH2:8][CH2:9][C:4]=2[N:3]=[C:2]1[C:10]1[C:14]([C:15](O)=[O:16])=[CH:13][N:12]([CH2:18][O:19][CH2:20][CH2:21][Si:22]([CH3:25])([CH3:24])[CH3:23])[N:11]=1.[O:26]1[CH2:31][CH2:30][CH:29]([NH2:32])[CH2:28][CH2:27]1.CN(C(ON1N=NC2C=CC=NC1=2)=[N+](C)C)C.F[P-](F)(F)(F)(F)F.CCN(C(C)C)C(C)C. Product: [O:26]1[CH2:31][CH2:30][CH:29]([NH:32][C:15]([C:14]2[C:10]([C:2]3[S:1][C:5]4[CH2:6][CH2:7][CH2:8][CH2:9][C:4]=4[N:3]=3)=[N:11][N:12]([CH2:18][O:19][CH2:20][CH2:21][Si:22]([CH3:25])([CH3:24])[CH3:23])[CH:13]=2)=[O:16])[CH2:28][CH2:27]1. The catalyst class is: 3. (5) Reactant: [CH3:1][O:2][C:3](=[O:51])[NH:4][C@@H:5]([C:47]([CH3:50])([CH3:49])[CH3:48])[C:6](=[O:46])[NH:7][C@@H:8]([CH2:33][C:34]1[CH:39]=[CH:38][C:37]([C:40]2[CH:45]=[CH:44][CH:43]=[CH:42][N:41]=2)=[CH:36][CH:35]=1)[C@@H:9]([OH:32])[CH2:10][C@H:11]([CH2:25][C:26]1[CH:31]=[CH:30][CH:29]=[CH:28][CH:27]=1)[NH:12][C:13](=[O:24])[C@H:14]([C:20]([CH3:23])([CH3:22])[CH3:21])[NH:15][C:16](=[O:19])[O:17][CH3:18].[CH3:52][S:53][CH3:54].C(OOC(=O)C1C=CC=CC=1)(=O)C1C=CC=CC=1. Product: [CH2:25]([C@H:11]([NH:12][C:13]([C@@H:14]([NH:15][C:16](=[O:19])[O:17][CH3:18])[C:20]([CH3:23])([CH3:22])[CH3:21])=[O:24])[CH2:10][C@H:9]([O:32][CH2:52][S:53][CH3:54])[C@@H:8]([NH:7][C:6](=[O:46])[C@H:5]([C:47]([CH3:50])([CH3:49])[CH3:48])[NH:4][C:3]([O:2][CH3:1])=[O:51])[CH2:33][C:34]1[CH:35]=[CH:36][C:37]([C:40]2[CH:45]=[CH:44][CH:43]=[CH:42][N:41]=2)=[CH:38][CH:39]=1)[C:26]1[CH:31]=[CH:30][CH:29]=[CH:28][CH:27]=1. The catalyst class is: 115. (6) Reactant: [CH3:1][O:2][CH:3]1[CH2:6][N:5]([C:7]([C:9]2[CH:18]=[CH:17][C:16]3[C:11](=[C:12]([C:19]4[CH:20]=[C:21]5[C:25](=[CH:26][CH:27]=4)[N:24]([CH3:28])[N:23]=[CH:22]5)[CH:13]=[N:14][CH:15]=3)[N:10]=2)=[O:8])[CH2:4]1.C(OO)(=O)C.C1(C)C=CC(S(Cl)(=O)=O)=CC=1.C(C[NH2:48])O. Product: [NH2:48][C:15]1[N:14]=[CH:13][C:12]([C:19]2[CH:20]=[C:21]3[C:25](=[CH:26][CH:27]=2)[N:24]([CH3:28])[N:23]=[CH:22]3)=[C:11]2[C:16]=1[CH:17]=[CH:18][C:9]([C:7]([N:5]1[CH2:4][CH:3]([O:2][CH3:1])[CH2:6]1)=[O:8])=[N:10]2. The catalyst class is: 34. (7) Reactant: Br[C:2]1[CH:3]=[C:4]([N:11]2[CH2:16][CH2:15][N:14]([CH3:17])[CH2:13][CH2:12]2)[CH:5]=[CH:6][C:7]=1[N+:8]([O-:10])=[O:9].C([O-])([O-])=O.[Na+].[Na+].[CH2:24]([CH2:27]OC)OC. Product: [CH3:17][N:14]1[CH2:15][CH2:16][N:11]([C:4]2[CH:3]=[C:2]([C:4]3[CH:3]=[CH:2][CH:7]=[CH:6][C:24]=3[CH3:27])[C:7]([N+:8]([O-:10])=[O:9])=[CH:6][CH:5]=2)[CH2:12][CH2:13]1. The catalyst class is: 73. (8) Reactant: [CH2:1]([O:3][C:4](=[O:29])[C:5]1[CH:10]=[C:9]([Br:11])[CH:8]=[C:7]([CH2:12]Br)[C:6]=1[N:14]([C:22]([O:24][C:25]([CH3:28])([CH3:27])[CH3:26])=[O:23])[C:15]([O:17][C:18]([CH3:21])([CH3:20])[CH3:19])=[O:16])[CH3:2].[C:30]([O:34][C:35]([N:37]1[CH2:42][CH2:41][N:40](CC2C=C(N(C(OC(C)(C)C)=O)C(OC(C)(C)C)=O)C(C(OCC)=O)=CC=2Cl)[CH2:39][CH2:38]1)=[O:36])([CH3:33])([CH3:32])[CH3:31].C(Cl)Cl. Product: [C:30]([O:34][C:35]([N:37]1[CH2:42][CH2:41][N:40]([CH2:12][C:7]2[CH:8]=[C:9]([Br:11])[CH:10]=[C:5]([C:4]([O:3][CH2:1][CH3:2])=[O:29])[C:6]=2[N:14]([C:15]([O:17][C:18]([CH3:21])([CH3:20])[CH3:19])=[O:16])[C:22]([O:24][C:25]([CH3:27])([CH3:28])[CH3:26])=[O:23])[CH2:39][CH2:38]1)=[O:36])([CH3:33])([CH3:31])[CH3:32]. The catalyst class is: 66. (9) Reactant: [F:1][C:2]1[CH:7]=[CH:6][C:5]([OH:8])=[CH:4][C:3]=1[C@:9]1([CH2:28][F:29])[CH2:14][C@@H:13]([C:15]([F:18])([F:17])[F:16])[O:12][C:11]([NH:19]C(=O)C2C=CC=CC=2)=[N:10]1.[Cl:30][C:31]1[CH:36]=[C:35]([C:37]2[CH:42]=[CH:41][CH:40]=[CH:39][CH:38]=2)[CH:34]=[C:33](Cl)[N:32]=1.C(=O)([O-])[O-].[Cs+].[Cs+]. Product: [Cl:30][C:31]1[N:32]=[C:33]([O:8][C:5]2[CH:6]=[CH:7][C:2]([F:1])=[C:3]([C@:9]3([CH2:28][F:29])[CH2:14][C@@H:13]([C:15]([F:17])([F:16])[F:18])[O:12][C:11]([NH2:19])=[N:10]3)[CH:4]=2)[CH:34]=[C:35]([C:37]2[CH:42]=[CH:41][CH:40]=[CH:39][CH:38]=2)[CH:36]=1. The catalyst class is: 16. (10) Reactant: [C:1]1([C:7]2[C:8]([C:20]3[CH:25]=[CH:24][C:23]([C:26]4([NH:30]C(=O)OC(C)(C)C)[CH2:29][CH2:28][CH2:27]4)=[CH:22][CH:21]=3)=[N:9][C:10]3[CH:11]=[CH:12][N:13]4[CH:19]=[N:18][N:17]=[C:14]4[C:15]=3[CH:16]=2)[CH:6]=[CH:5][CH:4]=[CH:3][CH:2]=1.[ClH:38].CCOC(C)=O. Product: [ClH:38].[C:1]1([C:7]2[C:8]([C:20]3[CH:21]=[CH:22][C:23]([C:26]4([NH2:30])[CH2:29][CH2:28][CH2:27]4)=[CH:24][CH:25]=3)=[N:9][C:10]3[CH:11]=[CH:12][N:13]4[CH:19]=[N:18][N:17]=[C:14]4[C:15]=3[CH:16]=2)[CH:6]=[CH:5][CH:4]=[CH:3][CH:2]=1. The catalyst class is: 100.